Dataset: Full USPTO retrosynthesis dataset with 1.9M reactions from patents (1976-2016). Task: Predict the reactants needed to synthesize the given product. (1) Given the product [C:1]([C:5]1[N:10]=[C:9]([N:11]2[CH2:16][CH2:15][N:14]([CH2:17][CH2:18][CH2:19][CH2:20][NH:21][C:31]([N:47]3[CH2:46][CH2:45][N:44]([C:40]4[CH:39]=[C:38]([CH3:50])[CH:43]=[CH:42][CH:41]=4)[CH2:49][CH2:48]3)=[O:32])[CH2:13][CH2:12]2)[CH:8]=[C:7]([C:22]([F:24])([F:25])[F:23])[N:6]=1)([CH3:4])([CH3:2])[CH3:3], predict the reactants needed to synthesize it. The reactants are: [C:1]([C:5]1[N:10]=[C:9]([N:11]2[CH2:16][CH2:15][N:14]([CH2:17][CH2:18][CH2:19][CH2:20][NH2:21])[CH2:13][CH2:12]2)[CH:8]=[C:7]([C:22]([F:25])([F:24])[F:23])[N:6]=1)([CH3:4])([CH3:3])[CH3:2].C1N=CN([C:31](N2C=NC=C2)=[O:32])C=1.[C:38]1([CH3:50])[CH:43]=[CH:42][CH:41]=[C:40]([N:44]2[CH2:49][CH2:48][NH:47][CH2:46][CH2:45]2)[CH:39]=1. (2) The reactants are: CS(O[CH2:6][C:7]1[CH:12]=[CH:11][CH:10]=[C:9]([Cl:13])[C:8]=1[C:14]([F:17])([F:16])[F:15])(=O)=O.C[Si](C)(C)[C:20]#[N:21].[F-].C([N+](CCCC)(CCCC)CCCC)CCC.C1COCC1. Given the product [Cl:13][C:9]1[C:8]([C:14]([F:17])([F:16])[F:15])=[C:7]([CH2:6][C:20]#[N:21])[CH:12]=[CH:11][CH:10]=1, predict the reactants needed to synthesize it. (3) Given the product [Cl:3][C:4]1[CH:5]=[CH:6][C:7]2[O:11][C:10]([S:31]([CH3:14])=[O:35])=[N:9][C:8]=2[CH:13]=1, predict the reactants needed to synthesize it. The reactants are: IC.[Cl:3][C:4]1[CH:5]=[CH:6][C:7]2[O:11][C:10](=S)[NH:9][C:8]=2[CH:13]=1.[C:14]([O-])([O-])=O.[K+].[K+].ClC1C=CC=C(C(OO)=O)C=1.[S:31]([O-:35])([O-])(=O)=S.[Na+].[Na+]. (4) Given the product [C:19]([O:18][C:17]([NH:16][CH2:15][C:14]1[C:5]([CH2:1][CH:2]([CH3:3])[CH3:4])=[N:6][C:7]2[C:12]([C:13]=1[C:24]1[CH:29]=[CH:28][C:27]([CH3:30])=[CH:26][CH:25]=1)=[CH:11][C:10]([C:51]([O:50][CH3:54])=[O:47])=[CH:9][CH:8]=2)=[O:23])([CH3:20])([CH3:22])[CH3:21], predict the reactants needed to synthesize it. The reactants are: [CH2:1]([C:5]1[C:14]([CH2:15][NH:16][C:17](=[O:23])[O:18][C:19]([CH3:22])([CH3:21])[CH3:20])=[C:13]([C:24]2[CH:29]=[CH:28][C:27]([CH3:30])=[CH:26][CH:25]=2)[C:12]2[C:7](=[CH:8][CH:9]=[C:10](OS(C(F)(F)F)(=O)=O)[CH:11]=2)[N:6]=1)[CH:2]([CH3:4])[CH3:3].C(N(CC)CC)C.C[OH:47].[C]=O.[O:50]1[CH2:54]CC[CH2:51]1. (5) Given the product [CH2:1]([O:3][C:4]([C:5]1[CH:10]=[C:9]2[C:8](=[CH:7][CH:6]=1)[NH:11][CH:12]([C:13]1[CH:18]=[C:17]([O:19][CH3:20])[CH:16]=[C:15]([Br:21])[CH:14]=1)[C:24]([CH3:26])([CH3:25])[CH:23]2[OH:27])=[O:22])[CH3:2], predict the reactants needed to synthesize it. The reactants are: [CH2:1]([O:3][C:4](=[O:22])[C:5]1[CH:10]=[CH:9][C:8]([N:11]=[CH:12][C:13]2[CH:18]=[C:17]([O:19][CH3:20])[CH:16]=[C:15]([Br:21])[CH:14]=2)=[CH:7][CH:6]=1)[CH3:2].[CH:23](=[O:27])[CH:24]([CH3:26])[CH3:25].O. (6) Given the product [ClH:1].[NH2:22][CH2:21][C@@H:20]([C:17]1[CH:18]=[CH:19][C:14]([C:12]2[C:13]3[C:4]4[CH:3]=[C:2]([Cl:1])[S:43][C:5]=4[C:6](=[O:42])[NH:7][C:8]=3[C:9]([CH3:33])=[CH:10][C:11]=2[O:31][CH3:32])=[CH:15][CH:16]=1)[CH3:30], predict the reactants needed to synthesize it. The reactants are: [Cl:1][C:2]1[S:43][C:5]2[C:6](=[O:42])[N:7](COCC[Si](C)(C)C)[C:8]3[C:9]([CH3:33])=[CH:10][C:11]([O:31][CH3:32])=[C:12]([C:14]4[CH:19]=[CH:18][C:17]([C@@H:20]([CH3:30])[CH2:21][NH:22]C(=O)OC(C)(C)C)=[CH:16][CH:15]=4)[C:13]=3[C:4]=2[CH:3]=1.FC(F)(F)C(O)=O.